The task is: Binary Classification. Given a drug SMILES string, predict its activity (active/inactive) in a high-throughput screening assay against a specified biological target.. This data is from Kir2.1 potassium channel HTS with 301,493 compounds. (1) The drug is O(C(=O)Cc1ccc(OC)cc1)Cc1oc(nn1)c1ccccc1. The result is 0 (inactive). (2) The molecule is S=c1n(\N=C\c2ccc(cc2)C(O)=O)c(n[nH]1)c1ccc(cc1)C. The result is 0 (inactive). (3) The compound is o1c2c(n(CC(=O)c3ccccc3)c1=O)cccc2. The result is 0 (inactive). (4) The drug is o1c(c2nc(N3CCNCC3)c(c3c2CCCC3)C#N)ccc1. The result is 1 (active).